Dataset: Forward reaction prediction with 1.9M reactions from USPTO patents (1976-2016). Task: Predict the product of the given reaction. Given the reactants C([C:5]1[C:6](CCCC)=[C:7]([O:25][C:26]2[CH:31]=[CH:30][N:29]=[C:28](Cl)[N:27]=2)[C:8](CCCC)=[C:9]2[C:13]=1[N:12]([C:14]([O-:16])=[O:15])[N:11]=[C:10]2CCCC)CCC.[CH:37]([NH:40][C:41](=[O:59])[CH2:42][O:43][C:44]1[CH:49]=[CH:48][CH:47]=[C:46](B2OC(C)(C)C(C)(C)O2)[CH:45]=1)([CH3:39])[CH3:38].P([C:61]([CH3:64])([CH3:63])[CH3:62])([C:61]([CH3:64])([CH3:63])[CH3:62])[C:61]([CH3:64])([CH3:63])[CH3:62].CC(OC(OC(OC(C)(C)C)=O)=O)(C)C, predict the reaction product. The product is: [CH:37]([NH:40][C:41](=[O:59])[CH2:42][O:43][C:44]1[CH:49]=[C:48]([C:28]2[N:27]=[C:26]([O:25][C:7]3[CH:8]=[C:9]4[C:13](=[CH:5][CH:6]=3)[N:12]([C:14]([O:16][C:61]([CH3:64])([CH3:63])[CH3:62])=[O:15])[N:11]=[CH:10]4)[CH:31]=[CH:30][N:29]=2)[CH:47]=[CH:46][CH:45]=1)([CH3:39])[CH3:38].